This data is from Full USPTO retrosynthesis dataset with 1.9M reactions from patents (1976-2016). The task is: Predict the reactants needed to synthesize the given product. (1) Given the product [OH:20][C:21]([CH3:53])([CH3:54])[CH2:22][C@:23]1([C:47]2[CH:52]=[CH:51][CH:50]=[CH:49][CH:48]=2)[CH2:28][CH2:27][N:26]([C@H:29]([C:31]2[CH:32]=[CH:33][C:34]([C:2]3[CH:3]=[CH:4][C:5]([C:8]4([C:11]([NH2:13])=[O:12])[CH2:10][CH2:9]4)=[N:6][CH:7]=3)=[CH:35][CH:36]=2)[CH3:30])[C:25](=[O:46])[NH:24]1, predict the reactants needed to synthesize it. The reactants are: Br[C:2]1[CH:3]=[CH:4][C:5]([C:8]2([C:11]([NH2:13])=[O:12])[CH2:10][CH2:9]2)=[N:6][CH:7]=1.C([O-])([O-])=O.[Na+].[Na+].[OH:20][C:21]([CH3:54])([CH3:53])[CH2:22][C@:23]1([C:47]2[CH:52]=[CH:51][CH:50]=[CH:49][CH:48]=2)[CH2:28][CH2:27][N:26]([C@H:29]([C:31]2[CH:36]=[CH:35][C:34](B3OC(C)(C)C(C)(C)O3)=[CH:33][CH:32]=2)[CH3:30])[C:25](=[O:46])[NH:24]1.O. (2) Given the product [F:40][C:37]([F:39])([F:38])[C:35]1[CH:34]=[C:5]([CH:4]=[C:3]([C:2]([F:42])([F:1])[F:41])[CH:36]=1)[CH2:6][N:7]1[C:11]([C:12]2[CH:13]=[CH:14][CH:15]=[CH:16][CH:17]=2)=[C:10]([C:18]([C:20]2[C:21]([CH:32]=[N:51][OH:43])=[N:22][O:23][C:24]=2[C:25]2[CH:30]=[CH:29][CH:28]=[CH:27][C:26]=2[Cl:31])=[O:19])[N:9]=[N:8]1, predict the reactants needed to synthesize it. The reactants are: [F:1][C:2]([F:42])([F:41])[C:3]1[CH:4]=[C:5]([CH:34]=[C:35]([C:37]([F:40])([F:39])[F:38])[CH:36]=1)[CH2:6][N:7]1[C:11]([C:12]2[CH:17]=[CH:16][CH:15]=[CH:14][CH:13]=2)=[C:10]([C:18]([C:20]2[C:21]([CH:32]=O)=[N:22][O:23][C:24]=2[C:25]2[CH:30]=[CH:29][CH:28]=[CH:27][C:26]=2[Cl:31])=[O:19])[N:9]=[N:8]1.[OH2:43].O.O.C([O-])(=O)C.[Na+].[NH2:51]O.Cl. (3) Given the product [Br:1][C:2]([F:10])([F:9])[C:3]([F:8])([F:7])[CH2:4][CH2:5][CH:18]([S:15]([CH2:14][CH2:13][C:12]([F:23])([F:24])[F:11])(=[O:17])=[O:16])[C:19]([O:21][CH3:22])=[O:20], predict the reactants needed to synthesize it. The reactants are: [Br:1][C:2]([F:10])([F:9])[C:3]([F:8])([F:7])[CH2:4][CH2:5]Br.[F:11][C:12]([F:24])([F:23])[CH2:13][CH2:14][S:15]([CH2:18][C:19]([O:21][CH3:22])=[O:20])(=[O:17])=[O:16].[H-].[Na+].Cl. (4) Given the product [Cl:1][C:2]1[CH:3]=[N:4][C:5]2[N:6]([N:8]=[C:9]([C:11]([N:16]3[CH2:17][CH:18]=[C:19]([C:21]4[CH:22]=[CH:23][C:24]([CH3:27])=[CH:25][CH:26]=4)[CH2:20][CH:15]3[CH3:14])=[O:13])[CH:10]=2)[CH:7]=1, predict the reactants needed to synthesize it. The reactants are: [Cl:1][C:2]1[CH:3]=[N:4][C:5]2[N:6]([N:8]=[C:9]([C:11]([OH:13])=O)[CH:10]=2)[CH:7]=1.[CH3:14][CH:15]1[CH2:20][C:19]([C:21]2[CH:26]=[CH:25][C:24]([CH3:27])=[CH:23][CH:22]=2)=[CH:18][CH2:17][NH:16]1.